Dataset: NCI-60 drug combinations with 297,098 pairs across 59 cell lines. Task: Regression. Given two drug SMILES strings and cell line genomic features, predict the synergy score measuring deviation from expected non-interaction effect. (1) Drug 1: C1=CC=C(C=C1)NC(=O)CCCCCCC(=O)NO. Drug 2: CN1C2=C(C=C(C=C2)N(CCCl)CCCl)N=C1CCCC(=O)O.Cl. Cell line: A549. Synergy scores: CSS=3.40, Synergy_ZIP=-3.06, Synergy_Bliss=-1.50, Synergy_Loewe=-14.9, Synergy_HSA=-3.61. (2) Drug 1: CC1OCC2C(O1)C(C(C(O2)OC3C4COC(=O)C4C(C5=CC6=C(C=C35)OCO6)C7=CC(=C(C(=C7)OC)O)OC)O)O. Drug 2: CS(=O)(=O)OCCCCOS(=O)(=O)C. Cell line: IGROV1. Synergy scores: CSS=30.3, Synergy_ZIP=-1.65, Synergy_Bliss=1.90, Synergy_Loewe=-2.30, Synergy_HSA=5.27. (3) Drug 1: C1CCC(C1)C(CC#N)N2C=C(C=N2)C3=C4C=CNC4=NC=N3. Drug 2: CC(C)CN1C=NC2=C1C3=CC=CC=C3N=C2N. Cell line: NCI-H522. Synergy scores: CSS=3.41, Synergy_ZIP=-2.17, Synergy_Bliss=-4.90, Synergy_Loewe=-6.47, Synergy_HSA=-6.43. (4) Cell line: UACC62. Drug 1: CC(C1=C(C=CC(=C1Cl)F)Cl)OC2=C(N=CC(=C2)C3=CN(N=C3)C4CCNCC4)N. Drug 2: CC1=C(C=C(C=C1)NC(=O)C2=CC=C(C=C2)CN3CCN(CC3)C)NC4=NC=CC(=N4)C5=CN=CC=C5. Synergy scores: CSS=9.72, Synergy_ZIP=0.504, Synergy_Bliss=3.49, Synergy_Loewe=-13.4, Synergy_HSA=2.72. (5) Drug 1: CN(C)N=NC1=C(NC=N1)C(=O)N. Drug 2: C1C(C(OC1N2C=NC3=C(N=C(N=C32)Cl)N)CO)O. Cell line: MCF7. Synergy scores: CSS=-4.97, Synergy_ZIP=0.986, Synergy_Bliss=-0.696, Synergy_Loewe=-4.02, Synergy_HSA=-3.39.